This data is from Forward reaction prediction with 1.9M reactions from USPTO patents (1976-2016). The task is: Predict the product of the given reaction. Given the reactants [CH2:1]([O:8][C:9]1[CH:16]=[CH:15][C:14]([Cl:17])=[CH:13][C:10]=1[CH:11]=[O:12])[C:2]1[CH:7]=[CH:6][CH:5]=[CH:4][CH:3]=1.[CH:18]([C:20]([CH3:22])=[O:21])=[CH2:19].C(N(CC)CC)C, predict the reaction product. The product is: [CH2:1]([O:8][C:9]1[CH:16]=[CH:15][C:14]([Cl:17])=[CH:13][C:10]=1[C:11](=[O:12])[CH2:19][CH2:18][C:20](=[O:21])[CH3:22])[C:2]1[CH:3]=[CH:4][CH:5]=[CH:6][CH:7]=1.